From a dataset of Ames mutagenicity test results for genotoxicity prediction. Regression/Classification. Given a drug SMILES string, predict its toxicity properties. Task type varies by dataset: regression for continuous values (e.g., LD50, hERG inhibition percentage) or binary classification for toxic/non-toxic outcomes (e.g., AMES mutagenicity, cardiotoxicity, hepatotoxicity). Dataset: ames. (1) The drug is COc1cccc2c1C1(C)OOC1(C)O2. The result is 1 (mutagenic). (2) The compound is Cc1cccc2c([N+](=O)[O-])cccc12. The result is 1 (mutagenic). (3) The molecule is CNCCCN1c2ccccc2CCc2ccccc21. The result is 0 (non-mutagenic). (4) The molecule is CC1=C(C)C(=O)C(C)=C(C)C1=O. The result is 0 (non-mutagenic). (5) The compound is OCc1cc2cccc3ccc4cc5ccccc5c1c4c32. The result is 0 (non-mutagenic).